From a dataset of Catalyst prediction with 721,799 reactions and 888 catalyst types from USPTO. Predict which catalyst facilitates the given reaction. (1) Reactant: Cl[C:2]1[C:3]([C:14]2[C:15]([NH2:20])=[N:16][CH:17]=[CH:18][CH:19]=2)=[CH:4][C:5]([C:8]2[CH:9]=[N:10][CH:11]=[CH:12][CH:13]=2)=[N:6][CH:7]=1.CC(C)([O-])C.[K+]. Product: [N:10]1[CH:11]=[CH:12][CH:13]=[C:8]([C:5]2[CH:4]=[C:3]3[C:14]4[C:15](=[N:16][CH:17]=[CH:18][CH:19]=4)[NH:20][C:2]3=[CH:7][N:6]=2)[CH:9]=1. The catalyst class is: 12. (2) Reactant: [CH2:1]([C:10]1[CH:29]=[CH:28][C:13]([CH2:14][N:15]2[CH2:19][CH2:18][CH:17]([P:20](=[O:27])([O:24]CC)[O:21]CC)[CH2:16]2)=[CH:12][CH:11]=1)[CH2:2][CH2:3][CH2:4][CH2:5][CH2:6][CH2:7][CH2:8][CH3:9].Br[Si](C)(C)C. Product: [CH2:1]([C:10]1[CH:29]=[CH:28][C:13]([CH2:14][N:15]2[CH2:19][CH2:18][CH:17]([P:20](=[O:21])([OH:24])[OH:27])[CH2:16]2)=[CH:12][CH:11]=1)[CH2:2][CH2:3][CH2:4][CH2:5][CH2:6][CH2:7][CH2:8][CH3:9]. The catalyst class is: 10. (3) Reactant: CCCCCCCCCCCCCCCC(OC[C@@H:20]([O:33][C:34]([CH2:36][CH2:37][CH2:38][CH2:39][CH2:40][CH2:41]CCCCCCCCC)=O)[CH2:21]OP(OCC[N+](C)(C)C)([O-])=O)=O.CC(CCC[C@H]([C@@H]1[C@]2(C)[C@H]([C@H]3[C@H](CC2)[C@]2(C)C(C[C@H](CC2)O)=CC3)CC1)C)C.[CH3:79][CH2:80][CH2:81][C:82]1[C:83]2[N:92]=C(C3C=C(S(N4CCN(C)CC4)(=O)=O)C=CC=3OCC)[NH:90][C:88](=[O:89])[C:84]=2[N:85]([CH3:87])[N:86]=1.S([O-])([O-])(=O)=O.[NH4+].[NH4+].O=C[C@@H]([C@H]([C@@H]([C@@H](CO)O)O)O)O.CCCC1C2N=C(C3C=C([S:154]([N:157]4[CH2:162][CH2:161][N:160]([CH3:163])[CH2:159][CH2:158]4)(=[O:156])=[O:155])C=CC=3OCC)NC(=O)C=2N(C)N=1.C(C(O)(C(O)=O)CC(O)=O)C(O)=O. Product: [CH3:79][CH2:80][CH2:81][C:82]1[C:83]2[N:92]=[C:41]([C:40]3[CH:39]=[C:38]([S:154]([N:157]4[CH2:162][CH2:161][N:160]([CH3:163])[CH2:159][CH2:158]4)(=[O:156])=[O:155])[CH:37]=[CH:36][C:34]=3[O:33][CH2:20][CH3:21])[NH:90][C:88](=[O:89])[C:84]=2[N:85]([CH3:87])[N:86]=1. The catalyst class is: 8. (4) Reactant: C1CO[C:3]2([CH2:20][CH2:19][C@@:18]3([CH3:21])[CH:5]([C@@H:6]([CH2:31][OH:32])[C:7](=[O:30])[C@@H:8]4[C@@H:17]3[CH2:16][CH2:15][C@@:13]3([CH3:14])[C@H:9]4[CH2:10][CH2:11][C@@H:12]3[O:22][Si](C(C)(C)C)(C)C)[C:4]2([CH3:34])[CH3:33])[O:2]1.Cl.C([O-])(O)=O.[Na+]. Product: [CH3:33][C:4]1([CH3:34])[C:3](=[O:2])[CH2:20][CH2:19][C@@:18]2([CH3:21])[CH:5]1[C@@H:6]([CH2:31][OH:32])[C:7](=[O:30])[C@@H:8]1[C@@H:17]2[CH2:16][CH2:15][C@@:13]2([CH3:14])[C@H:9]1[CH2:10][CH2:11][C@@H:12]2[OH:22]. The catalyst class is: 12. (5) Reactant: [CH2:1]([C:3]1[CH:4]=[C:5]([CH2:9][CH2:10][CH2:11][O:12]C2CCCCO2)[CH:6]=[CH:7][CH:8]=1)[CH3:2].O.C1(C)C=CC(S(O)(=O)=O)=CC=1.C(=O)([O-])O.[Na+]. Product: [CH2:1]([C:3]1[CH:4]=[C:5]([CH2:9][CH2:10][CH2:11][OH:12])[CH:6]=[CH:7][CH:8]=1)[CH3:2]. The catalyst class is: 5. (6) Reactant: [CH2:1]([C:4]1([CH2:29][CH2:30][O:31][Si:32]([CH:39]([CH3:41])[CH3:40])([CH:36]([CH3:38])[CH3:37])[CH:33]([CH3:35])[CH3:34])[CH2:9][C@H:8]([C:10]2[CH:15]=[CH:14][CH:13]=[C:12]([Cl:16])[CH:11]=2)[C@@H:7]([C:17]2[CH:22]=[CH:21][C:20]([Cl:23])=[CH:19][CH:18]=2)[N:6]([CH2:24][CH:25]2[CH2:27][CH2:26]2)[C:5]1=[O:28])[CH:2]=C.I([O-])(=O)(=O)=[O:43].[Na+]. Product: [Cl:16][C:12]1[CH:11]=[C:10]([C@@H:8]2[C@@H:7]([C:17]3[CH:18]=[CH:19][C:20]([Cl:23])=[CH:21][CH:22]=3)[N:6]([CH2:24][CH:25]3[CH2:26][CH2:27]3)[C:5](=[O:28])[C:4]([CH2:1][CH:2]=[O:43])([CH2:29][CH2:30][O:31][Si:32]([CH:33]([CH3:35])[CH3:34])([CH:39]([CH3:40])[CH3:41])[CH:36]([CH3:38])[CH3:37])[CH2:9]2)[CH:15]=[CH:14][CH:13]=1. The catalyst class is: 822. (7) Reactant: C([O-])([O-])=O.[Cs+].[Cs+].[CH:7]([N:20]1[CH2:23][CH:22]([O:24]S(C)(=O)=O)[CH2:21]1)([C:14]1[CH:19]=[CH:18][CH:17]=[CH:16][CH:15]=1)[C:8]1[CH:13]=[CH:12][CH:11]=[CH:10][CH:9]=1.[CH3:29][O:30][C:31]([C:33]1[CH:43]=[C:42](O)[C:36]2[CH2:37][C:38]([CH3:41])([CH3:40])[O:39][C:35]=2[CH:34]=1)=[O:32]. Product: [CH3:29][O:30][C:31]([C:33]1[CH:43]=[C:42]([O:24][CH:22]2[CH2:23][N:20]([CH:7]([C:14]3[CH:19]=[CH:18][CH:17]=[CH:16][CH:15]=3)[C:8]3[CH:13]=[CH:12][CH:11]=[CH:10][CH:9]=3)[CH2:21]2)[C:36]2[CH2:37][C:38]([CH3:41])([CH3:40])[O:39][C:35]=2[CH:34]=1)=[O:32]. The catalyst class is: 3.